Dataset: Forward reaction prediction with 1.9M reactions from USPTO patents (1976-2016). Task: Predict the product of the given reaction. (1) Given the reactants [O:1]1[CH2:5][CH2:4][O:3][CH:2]1[CH2:6][N:7]1[C:16]2[C:11](=[N:12][CH:13]=[C:14](F)[CH:15]=2)[CH:10]=[CH:9][C:8]1=[O:18].[OH-:19].[Na+].O, predict the reaction product. The product is: [O:1]1[CH2:5][CH2:4][O:3][CH:2]1[CH2:6][N:7]1[C:16]2[C:11](=[N:12][CH:13]=[C:14]([OH:19])[CH:15]=2)[CH:10]=[CH:9][C:8]1=[O:18]. (2) The product is: [Br:17][C:18]1[CH:19]=[CH:20][C:21]([N:26]2[CH2:30][CH2:29][CH:28]([CH3:31])[CH2:27]2)=[C:22](/[CH:23]=[CH:11]/[C:12]([O:14][CH2:15][CH3:16])=[O:13])[CH:25]=1. Given the reactants [H-].[Na+].C(OP([CH2:11][C:12]([O:14][CH2:15][CH3:16])=[O:13])(OCC)=O)C.[Br:17][C:18]1[CH:19]=[CH:20][C:21]([N:26]2[CH2:30][CH2:29][CH:28]([CH3:31])[CH2:27]2)=[C:22]([CH:25]=1)[CH:23]=O.O, predict the reaction product.